Dataset: Catalyst prediction with 721,799 reactions and 888 catalyst types from USPTO. Task: Predict which catalyst facilitates the given reaction. (1) Reactant: [NH2:1][CH2:2][C:3]1[CH:8]=[CH:7][C:6]([CH:9]([CH:29]2[CH2:33][CH2:32][CH2:31][CH2:30]2)[C:10]([NH:12][C:13]2[C:14]([CH3:28])=[C:15]([CH2:19][CH2:20][C:21]([O:23][C:24]([CH3:27])([CH3:26])[CH3:25])=[O:22])[CH:16]=[CH:17][CH:18]=2)=[O:11])=[CH:5][CH:4]=1.[CH:34]1[CH:39]=[C:38]([CH:40]=[O:41])[C:37]([CH:42]=O)=[CH:36][CH:35]=1.O. Product: [CH:29]1([CH:9]([C:6]2[CH:7]=[CH:8][C:3]([CH2:2][N:1]3[CH2:42][C:37]4[C:38](=[CH:39][CH:34]=[CH:35][CH:36]=4)[C:40]3=[O:41])=[CH:4][CH:5]=2)[C:10]([NH:12][C:13]2[C:14]([CH3:28])=[C:15]([CH2:19][CH2:20][C:21]([O:23][C:24]([CH3:25])([CH3:26])[CH3:27])=[O:22])[CH:16]=[CH:17][CH:18]=2)=[O:11])[CH2:30][CH2:31][CH2:32][CH2:33]1. The catalyst class is: 15. (2) Reactant: [CH2:1]([O:3][C:4]([N:6]1[C:15]2[C:10](=[N:11][C:12]([O:16][CH3:17])=[CH:13][CH:14]=2)[C@@H:9]([NH:18][C:19]2[C:24]([CH2:25][C:26]3[CH:31]=[C:30]([C:32]([F:35])([F:34])[F:33])[CH:29]=[C:28]([C:36]([F:39])([F:38])[F:37])[CH:27]=3)=[CH:23][C:22]([C:40]#[N:41])=[CH:21][N:20]=2)[CH2:8][C@H:7]1[CH2:42][CH3:43])=[O:5])[CH3:2].[C:44](Cl)(=[O:46])[CH3:45].C(=O)([O-])[OH:49].[Na+].C(OCC)(=O)C. Product: [CH2:1]([O:3][C:4]([N:6]1[C:15]2[C:10](=[N:11][C:12]([O:16][CH3:17])=[CH:13][CH:14]=2)[C@@H:9]([NH:18][C:19]2[C:24]([CH2:25][C:26]3[CH:31]=[C:30]([C:32]([F:35])([F:33])[F:34])[CH:29]=[C:28]([C:36]([F:39])([F:38])[F:37])[CH:27]=3)=[CH:23][C:22]([C:40]([O:46][CH2:44][CH3:45])=[NH:41])=[CH:21][N:20]=2)[CH2:8][C@H:7]1[CH2:42][CH3:43])=[O:5])[CH3:2].[CH2:1]([O:3][C:4]([N:6]1[C:15]2[C:10](=[N:11][C:12]([O:16][CH3:17])=[CH:13][CH:14]=2)[C@@H:9]([NH:18][C:19]2[C:24]([CH2:25][C:26]3[CH:31]=[C:30]([C:32]([F:35])([F:33])[F:34])[CH:29]=[C:28]([C:36]([F:39])([F:38])[F:37])[CH:27]=3)=[CH:23][C:22]([C:40](=[O:49])[NH2:41])=[CH:21][N:20]=2)[CH2:8][C@H:7]1[CH2:42][CH3:43])=[O:5])[CH3:2]. The catalyst class is: 8. (3) Reactant: Cl[C:2]1[N:10]=[C:9]([C:11]#[C:12][CH2:13][CH2:14][OH:15])[N:8]=[C:7]2[C:3]=1[N:4]=[CH:5][N:6]2[CH3:16].O.[NH3:18]. Product: [NH2:18][C:2]1[N:10]=[C:9]([C:11]#[C:12][CH2:13][CH2:14][OH:15])[N:8]=[C:7]2[C:3]=1[N:4]=[CH:5][N:6]2[CH3:16]. The catalyst class is: 12. (4) Reactant: [CH3:1][N:2]1[C:6]2[C:7]([CH3:15])=[C:8]([C:11]([O:13]C)=[O:12])[CH:9]=[CH:10][C:5]=2[S:4][C:3]1=[O:16].[OH-].[Li+]. Product: [CH3:1][N:2]1[C:6]2[C:7]([CH3:15])=[C:8]([C:11]([OH:13])=[O:12])[CH:9]=[CH:10][C:5]=2[S:4][C:3]1=[O:16]. The catalyst class is: 30. (5) The catalyst class is: 156. Reactant: [CH2:1]([O:3][C:4]([C:6]1[CH:7]=[C:8]2[C:13](=[CH:14][CH:15]=1)[NH:12][CH:11]([C:16]1[CH:21]=[C:20]([F:22])[CH:19]=[C:18](Br)[CH:17]=1)[C:10]([CH3:25])([CH3:24])[CH2:9]2)=[O:5])[CH3:2].Cl.[CH3:27][NH:28][CH3:29].[OH-].[K+].C(OCC)(=O)C. Product: [CH2:1]([O:3][C:4]([C:6]1[CH:7]=[C:8]2[C:13](=[CH:14][CH:15]=1)[NH:12][CH:11]([C:16]1[CH:21]=[C:20]([F:22])[CH:19]=[C:18]([N:28]([CH3:29])[CH3:27])[CH:17]=1)[C:10]([CH3:25])([CH3:24])[CH2:9]2)=[O:5])[CH3:2]. (6) Reactant: Cl.[C:2]([C:4]1[C:5](O)=[C:6]([C:10]2[N:20]=[CH:19][CH:18]=[CH:17][C:11]=2[C:12]([O:14][CH2:15][CH3:16])=[O:13])[CH:7]=[CH:8][CH:9]=1)#[N:3].CS([O:26][CH2:27][CH2:28][CH2:29][C:30]1[CH:35]=[C:34]([C:36]([CH3:39])([CH3:38])[CH3:37])[C:33]([O:40][CH2:41][O:42][CH3:43])=[C:32]([C:44]([CH3:47])([CH3:46])[CH3:45])[CH:31]=1)(=O)=O.C(=O)([O-])[O-].[K+].[K+]. Product: [C:2]([C:4]1[CH:5]=[C:6]([C:10]2[N:20]=[CH:19][CH:18]=[CH:17][C:11]=2[C:12]([O:14][CH2:15][CH3:16])=[O:13])[CH:7]=[CH:8][C:9]=1[O:26][CH2:27][CH2:28][CH2:29][C:30]1[CH:35]=[C:34]([C:36]([CH3:39])([CH3:37])[CH3:38])[C:33]([O:40][CH2:41][O:42][CH3:43])=[C:32]([C:44]([CH3:47])([CH3:46])[CH3:45])[CH:31]=1)#[N:3]. The catalyst class is: 3. (7) Reactant: [C:1]([O:4][CH2:5]/[CH:6]=[CH:7]/[CH2:8][OH:9])(=[O:3])[CH3:2]. Product: [C:1]([O:4][CH2:5]/[CH:6]=[CH:7]/[CH:8]=[O:9])(=[O:3])[CH3:2]. The catalyst class is: 327.